From a dataset of NCI-60 drug combinations with 297,098 pairs across 59 cell lines. Regression. Given two drug SMILES strings and cell line genomic features, predict the synergy score measuring deviation from expected non-interaction effect. (1) Drug 1: CC1CCC2CC(C(=CC=CC=CC(CC(C(=O)C(C(C(=CC(C(=O)CC(OC(=O)C3CCCCN3C(=O)C(=O)C1(O2)O)C(C)CC4CCC(C(C4)OC)OCCO)C)C)O)OC)C)C)C)OC. Drug 2: CC(C)NC(=O)C1=CC=C(C=C1)CNNC.Cl. Cell line: NCI-H522. Synergy scores: CSS=1.45, Synergy_ZIP=3.05, Synergy_Bliss=-2.12, Synergy_Loewe=-3.99, Synergy_HSA=-1.73. (2) Drug 1: CC1=C2C(C(=O)C3(C(CC4C(C3C(C(C2(C)C)(CC1OC(=O)C(C(C5=CC=CC=C5)NC(=O)OC(C)(C)C)O)O)OC(=O)C6=CC=CC=C6)(CO4)OC(=O)C)OC)C)OC. Drug 2: C1CN(CCN1C(=O)CCBr)C(=O)CCBr. Cell line: OVCAR-8. Synergy scores: CSS=78.4, Synergy_ZIP=4.70, Synergy_Bliss=2.43, Synergy_Loewe=-5.49, Synergy_HSA=5.19.